From a dataset of Full USPTO retrosynthesis dataset with 1.9M reactions from patents (1976-2016). Predict the reactants needed to synthesize the given product. (1) Given the product [CH3:28][O:29][C:30]1[CH:38]=[CH:37][C:36]([O:39][CH3:40])=[CH:35][C:31]=1[C:32](=[O:33])[CH:13]([C:5]1[CH:6]=[CH:7][C:8]([C:9]([F:11])([F:10])[F:12])=[C:3]([O:2][CH3:1])[CH:4]=1)[C:14]([O:16][CH3:17])=[O:15], predict the reactants needed to synthesize it. The reactants are: [CH3:1][O:2][C:3]1[CH:4]=[C:5]([CH2:13][C:14]([O:16][CH3:17])=[O:15])[CH:6]=[CH:7][C:8]=1[C:9]([F:12])([F:11])[F:10].[Li+].C[Si]([N-][Si](C)(C)C)(C)C.[CH3:28][O:29][C:30]1[CH:38]=[CH:37][C:36]([O:39][CH3:40])=[CH:35][C:31]=1[C:32](Cl)=[O:33]. (2) Given the product [C:27]([O:30][CH2:31][C:32]1[C:33]([N:47]2[CH2:59][CH2:58][N:50]3[C:51]4[CH2:52][CH2:53][CH2:54][CH2:55][C:56]=4[CH:57]=[C:49]3[C:48]2=[O:60])=[N:34][CH:35]=[CH:36][C:37]=1[C:2]1[N:3]=[C:4]([NH:10][C:11]2[CH:12]=[N:13][C:14]([N:17]3[CH2:22][CH2:21][N:20]([CH:23]4[CH2:26][O:25][CH2:24]4)[CH2:19][CH2:18]3)=[CH:15][CH:16]=2)[C:5](=[O:9])[N:6]([CH3:8])[CH:7]=1)(=[O:29])[CH3:28], predict the reactants needed to synthesize it. The reactants are: Br[C:2]1[N:3]=[C:4]([NH:10][C:11]2[CH:12]=[N:13][C:14]([N:17]3[CH2:22][CH2:21][N:20]([CH:23]4[CH2:26][O:25][CH2:24]4)[CH2:19][CH2:18]3)=[CH:15][CH:16]=2)[C:5](=[O:9])[N:6]([CH3:8])[CH:7]=1.[C:27]([O:30][CH2:31][C:32]1[C:33]([N:47]2[CH2:59][CH2:58][N:50]3[C:51]4[CH2:52][CH2:53][CH2:54][CH2:55][C:56]=4[CH:57]=[C:49]3[C:48]2=[O:60])=[N:34][CH:35]=[CH:36][C:37]=1B1OC(C)(C)C(C)(C)O1)(=[O:29])[CH3:28].[O-]P([O-])([O-])=O.[K+].[K+].[K+].C([O-])(=O)C.[Na+]. (3) Given the product [CH3:28][C:25]1[CH:26]=[CH:27][C:22]([N:21]2[C:17]([CH3:16])([CH3:20])[C:18](=[O:30])[N:1]([C:4]3[CH:11]=[CH:10][C:7]([C:8]#[N:9])=[C:6]([C:12]([F:13])([F:15])[F:14])[CH:5]=3)[C:2]2=[S:3])=[CH:23][CH:24]=1, predict the reactants needed to synthesize it. The reactants are: [N:1]([C:4]1[CH:11]=[CH:10][C:7]([C:8]#[N:9])=[C:6]([C:12]([F:15])([F:14])[F:13])[CH:5]=1)=[C:2]=[S:3].[CH3:16][C:17]([NH:21][C:22]1[CH:27]=[CH:26][C:25]([CH3:28])=[CH:24][CH:23]=1)([CH3:20])[C:18]#N.C[OH:30].Cl. (4) Given the product [Br:14][C:1]1[C:13]2[CH2:12][C:11]3[C:6](=[CH:7][CH:8]=[CH:9][CH:10]=3)[C:5]=2[CH:4]=[CH:3][CH:2]=1, predict the reactants needed to synthesize it. The reactants are: [CH:1]1[C:13]2[CH2:12][C:11]3[C:6](=[CH:7][CH:8]=[CH:9][CH:10]=3)[C:5]=2[CH:4]=[CH:3][CH:2]=1.[Br:14]N1C(=O)CCC1=O. (5) Given the product [CH3:1][C:2]1[N:3]=[N:4][N:5]([CH2:7][C:8]2[CH:13]=[C:12]([C:14]([F:17])([F:16])[F:15])[CH:11]=[CH:10][C:9]=2/[CH:18]=[CH:19]/[C:20]([N:33]2[CH2:32][CH2:31][CH:30]([N:23]3[CH2:28][CH2:27][CH2:26][CH2:25][C:24]3=[O:29])[CH2:35][CH2:34]2)=[O:22])[N:6]=1, predict the reactants needed to synthesize it. The reactants are: [CH3:1][C:2]1[N:3]=[N:4][N:5]([CH2:7][C:8]2[CH:13]=[C:12]([C:14]([F:17])([F:16])[F:15])[CH:11]=[CH:10][C:9]=2/[CH:18]=[CH:19]/[C:20]([OH:22])=O)[N:6]=1.[N:23]1([CH:30]2[CH2:35][CH2:34][NH:33][CH2:32][CH2:31]2)[CH2:28][CH2:27][CH2:26][CH2:25][C:24]1=[O:29].